This data is from Catalyst prediction with 721,799 reactions and 888 catalyst types from USPTO. The task is: Predict which catalyst facilitates the given reaction. (1) Reactant: [S:1](Cl)([C:4]1[CH:10]=[CH:9][C:7]([CH3:8])=[CH:6][CH:5]=1)(=[O:3])=[O:2].[F:12][C:13]1[CH:14]=[C:15]([C@@H:20]([C:24]2[CH:29]=[CH:28][C:27]([S:30]([CH3:33])(=[O:32])=[O:31])=[CH:26][CH:25]=2)[CH2:21][CH2:22][OH:23])[CH:16]=[C:17]([F:19])[CH:18]=1. Product: [CH3:8][C:7]1[CH:9]=[CH:10][C:4]([S:1]([O:23][CH2:22][CH2:21][C@@H:20]([C:15]2[CH:16]=[C:17]([F:19])[CH:18]=[C:13]([F:12])[CH:14]=2)[C:24]2[CH:29]=[CH:28][C:27]([S:30]([CH3:33])(=[O:32])=[O:31])=[CH:26][CH:25]=2)(=[O:3])=[O:2])=[CH:5][CH:6]=1. The catalyst class is: 17. (2) Reactant: [F:1][C:2]([F:12])([F:11])[C:3](=O)[CH2:4][C:5]([O:7][CH2:8][CH3:9])=[O:6].[NH2:13][C:14]([NH2:16])=[O:15].[CH:17]([O-])([O-])OCC. Product: [OH:15][C:14]1[N:16]=[C:3]([C:2]([F:12])([F:11])[F:1])[C:4]([C:5]([O:7][CH2:8][CH3:9])=[O:6])=[CH:17][N:13]=1. The catalyst class is: 113. (3) Reactant: [NH2:1][C:2]1[CH:10]=[C:9]([Br:11])[CH:8]=[CH:7][C:3]=1[C:4](O)=[O:5].[NH2:12][C:13](N)=[O:14]. Product: [Br:11][C:9]1[CH:10]=[C:2]2[C:3]([C:4](=[O:5])[NH:12][C:13](=[O:14])[NH:1]2)=[CH:7][CH:8]=1. The catalyst class is: 6. (4) Reactant: C(NC(C)C)(C)C.[Li]CCCC.[N:13]1([C:23]([O:25][C:26]([CH3:29])([CH3:28])[CH3:27])=[O:24])[CH2:18][CH2:17][CH:16]([C:19]([O:21][CH3:22])=[O:20])[CH2:15][CH2:14]1.[Cl:30][CH2:31]I. Product: [Cl:30][CH2:31][C:16]1([C:19]([O:21][CH3:22])=[O:20])[CH2:15][CH2:14][N:13]([C:23]([O:25][C:26]([CH3:29])([CH3:28])[CH3:27])=[O:24])[CH2:18][CH2:17]1. The catalyst class is: 1. (5) Reactant: [NH2:1][C:2]1[CH:6]=[CH:5][O:4][N:3]=1.[Br:7][C:8]1[CH:13]=[C:12]([C:14]([F:17])([F:16])[F:15])[CH:11]=[CH:10][C:9]=1[N:18]1[C:27]2[C:22](=[CH:23][C:24]([S:28](Cl)(=[O:30])=[O:29])=[CH:25][CH:26]=2)[CH:21]=[CH:20][C:19]1=[O:32].[Li+].C[Si]([N-][Si](C)(C)C)(C)C. Product: [Br:7][C:8]1[CH:13]=[C:12]([C:14]([F:17])([F:16])[F:15])[CH:11]=[CH:10][C:9]=1[N:18]1[C:27]2[C:22](=[CH:23][C:24]([S:28]([NH:1][C:2]3[CH:6]=[CH:5][O:4][N:3]=3)(=[O:30])=[O:29])=[CH:25][CH:26]=2)[CH:21]=[CH:20][C:19]1=[O:32]. The catalyst class is: 1.